This data is from Full USPTO retrosynthesis dataset with 1.9M reactions from patents (1976-2016). The task is: Predict the reactants needed to synthesize the given product. (1) The reactants are: [F:1][C:2]1[CH:7]=[CH:6][CH:5]=[C:4]([F:8])[C:3]=1[N:9]1[C:14]2[N:15]=[C:16]([NH:36][CH:37]3[CH2:42][CH2:41][N:40](C(OC(C)(C)C)=O)[CH2:39][CH2:38]3)[N:17]=[C:18]([C:19]3[CH:24]=[C:23]([C:25]([NH:27][CH2:28][C:29]4[CH:34]=[CH:33][CH:32]=[CH:31][CH:30]=4)=[O:26])[CH:22]=[CH:21][C:20]=3[CH3:35])[C:13]=2[CH2:12][NH:11][C:10]1=[O:50].FC(F)(F)C(O)=O. Given the product [NH4+:9].[OH-:26].[F:1][C:2]1[CH:7]=[CH:6][CH:5]=[C:4]([F:8])[C:3]=1[N:9]1[C:14]2[N:15]=[C:16]([NH:36][CH:37]3[CH2:42][CH2:41][NH:40][CH2:39][CH2:38]3)[N:17]=[C:18]([C:19]3[CH:24]=[C:23]([CH:22]=[CH:21][C:20]=3[CH3:35])[C:25]([NH:27][CH2:28][C:29]3[CH:30]=[CH:31][CH:32]=[CH:33][CH:34]=3)=[O:26])[C:13]=2[CH2:12][NH:11][C:10]1=[O:50], predict the reactants needed to synthesize it. (2) Given the product [CH2:11]=[C:10]1[C:9](=[CH2:12])[CH2:8][CH:7]2[O:20][CH:19]1[CH:18]1[C:17]2=[C:24]=[CH:23][CH:22]=[CH:21]1, predict the reactants needed to synthesize it. The reactants are: C(OCC)C.O[CH:7]([C:17]1[CH:24]=[CH:23][CH:22]=[CH:21][C:18]=1[CH:19]=[O:20])[CH2:8][C:9]([CH2:12][Si](C)(C)C)=[C:10]=[CH2:11].[Si](OS(C(F)(F)F)(=O)=O)(C)(C)C.O. (3) Given the product [CH2:1]([O:8][CH:9]1[CH2:14][CH:13]([O:15][Si:16]([C:19]([CH3:22])([CH3:21])[CH3:20])([CH3:18])[CH3:17])[C:12](=[CH:23][CH:24]=[O:45])[CH:11]([O:26][Si:27]([C:30]([CH3:33])([CH3:32])[CH3:31])([CH3:29])[CH3:28])[CH2:10]1)[C:2]1[CH:7]=[CH:6][CH:5]=[CH:4][CH:3]=1, predict the reactants needed to synthesize it. The reactants are: [CH2:1]([O:8][CH:9]1[CH2:14][CH:13]([O:15][Si:16]([C:19]([CH3:22])([CH3:21])[CH3:20])([CH3:18])[CH3:17])[C:12](=[CH:23][C:24]#N)[CH:11]([O:26][Si:27]([C:30]([CH3:33])([CH3:32])[CH3:31])([CH3:29])[CH3:28])[CH2:10]1)[C:2]1[CH:7]=[CH:6][CH:5]=[CH:4][CH:3]=1.[H-].C([Al+]CC(C)C)C(C)C.C(C(C(C([O-])=O)O)O)([O-])=[O:45].[Na+].[K+]. (4) Given the product [F:20][C:21]1[CH:22]=[C:23]2[C:24]([C:36]([OH:38])=[C:35]([C:41]([O:43][CH2:44][CH3:45])=[O:42])[C:33](=[O:34])[C:27]32[CH2:32][CH2:31][O:30][CH2:29][CH2:28]3)=[CH:25][CH:26]=1, predict the reactants needed to synthesize it. The reactants are: OS(O)(=O)=O.O=P12OP3(OP(OP(O3)(O1)=O)(=O)O2)=O.[F:20][C:21]1[CH:22]=[C:23]([C:27]2([C:33]([CH:35]([C:41]([O:43][CH2:44][CH3:45])=[O:42])[C:36]([O:38]CC)=O)=[O:34])[CH2:32][CH2:31][O:30][CH2:29][CH2:28]2)[CH:24]=[CH:25][CH:26]=1. (5) Given the product [CH:3]1([C:7]2[C:12]([C:13]([OH:15])=[O:14])=[CH:11][N:10]=[C:9]([NH:17][C@@H:18]3[CH2:22][CH2:21][O:20][CH2:19]3)[N:8]=2)[CH2:4][CH2:5][CH2:6]1, predict the reactants needed to synthesize it. The reactants are: [OH-].[Na+].[CH:3]1([C:7]2[C:12]([C:13]([O:15]C)=[O:14])=[CH:11][N:10]=[C:9]([NH:17][C@@H:18]3[CH2:22][CH2:21][O:20][CH2:19]3)[N:8]=2)[CH2:6][CH2:5][CH2:4]1. (6) Given the product [C:8]([C:4]1[CH:3]=[C:2]([O:11][C:12]2[CH:13]=[CH:14][C:15]([NH:18][C:19]([C:21]3[C:25](=[O:26])[N:24]([C:27]4[CH:28]=[CH:29][CH:30]=[CH:31][CH:32]=4)[N:23]4[CH2:33][CH2:34][CH2:35][C:22]=34)=[O:20])=[N:16][CH:17]=2)[CH:7]=[CH:6][N:5]=1)(=[O:9])[NH2:10], predict the reactants needed to synthesize it. The reactants are: Cl[C:2]1[CH:7]=[CH:6][N:5]=[C:4]([C:8]([NH2:10])=[O:9])[CH:3]=1.[OH:11][C:12]1[CH:13]=[CH:14][C:15]([NH:18][C:19]([C:21]2[C:25](=[O:26])[N:24]([C:27]3[CH:32]=[CH:31][CH:30]=[CH:29][CH:28]=3)[N:23]3[CH2:33][CH2:34][CH2:35][C:22]=23)=[O:20])=[N:16][CH:17]=1.CC([O-])(C)C.[K+].